From a dataset of Full USPTO retrosynthesis dataset with 1.9M reactions from patents (1976-2016). Predict the reactants needed to synthesize the given product. (1) Given the product [CH2:1]([O:8][C:9]([N:11]1[CH2:16][CH2:15][CH2:14][CH2:13][CH:12]1[C:17]1[NH:18][CH:19]=[C:20]([C:21]2[CH:26]=[CH:25][CH:24]=[CH:23][CH:22]=2)[N:33]=1)=[O:10])[C:2]1[CH:7]=[CH:6][CH:5]=[CH:4][CH:3]=1, predict the reactants needed to synthesize it. The reactants are: [CH2:1]([O:8][C:9]([N:11]1[CH2:16][CH2:15][CH2:14][CH2:13][CH:12]1[C:17](=O)[NH:18][CH2:19][C:20](=O)[C:21]1[CH:26]=[CH:25][CH:24]=[CH:23][CH:22]=1)=[O:10])[C:2]1[CH:7]=[CH:6][CH:5]=[CH:4][CH:3]=1.C([O-])(=O)C.[NH4+:33].CC(O)=O.C1(C)C(C)=CC=CC=1. (2) The reactants are: CCN=C=NCCCN(C)C.C1C=CC2N(O)N=NC=2C=1.Cl.[F:23][C:24]1([F:29])[CH2:28][CH2:27][NH:26][CH2:25]1.[C:30]([O:34][C:35]([NH:37][C@@H:38]([CH2:42][C:43]1[CH:48]=[CH:47][C:46]([O:49][CH2:50][CH2:51][CH2:52][CH:53]2[CH2:58][CH2:57][N:56]([C:59]3[O:63][N:62]=[C:61]([CH:64]([CH3:66])[CH3:65])[N:60]=3)[CH2:55][CH2:54]2)=[CH:45][C:44]=1[F:67])[C:39](O)=[O:40])=[O:36])([CH3:33])([CH3:32])[CH3:31].CCN(C(C)C)C(C)C. Given the product [C:30]([O:34][C:35](=[O:36])[NH:37][C@@H:38]([CH2:42][C:43]1[CH:48]=[CH:47][C:46]([O:49][CH2:50][CH2:51][CH2:52][CH:53]2[CH2:58][CH2:57][N:56]([C:59]3[O:63][N:62]=[C:61]([CH:64]([CH3:65])[CH3:66])[N:60]=3)[CH2:55][CH2:54]2)=[CH:45][C:44]=1[F:67])[C:39]([N:26]1[CH2:27][CH2:28][C:24]([F:29])([F:23])[CH2:25]1)=[O:40])([CH3:32])([CH3:31])[CH3:33], predict the reactants needed to synthesize it. (3) Given the product [Cl:1][C:2]1[CH:3]=[C:4]([NH:19][S:29]([C:22]2[C:23]([CH3:28])=[CH:24][C:25]([CH3:27])=[CH:26][C:21]=2[CH3:20])(=[O:31])=[O:30])[CH:5]=[N:6][C:7]=1[O:8][C:9]1[N:10]=[CH:11][C:12]2[C:17]([CH:18]=1)=[CH:16][CH:15]=[CH:14][CH:13]=2, predict the reactants needed to synthesize it. The reactants are: [Cl:1][C:2]1[CH:3]=[C:4]([NH2:19])[CH:5]=[N:6][C:7]=1[O:8][C:9]1[N:10]=[CH:11][C:12]2[C:17]([CH:18]=1)=[CH:16][CH:15]=[CH:14][CH:13]=2.[CH3:20][C:21]1[CH:26]=[C:25]([CH3:27])[CH:24]=[C:23]([CH3:28])[C:22]=1[S:29](Cl)(=[O:31])=[O:30]. (4) Given the product [C:15]([O:14][C:12]([N:9]1[CH2:10][CH2:11][CH:6]([C@H:4]2[CH2:5][C@H:3]2[CH2:2][I:43])[CH2:7][CH2:8]1)=[O:13])([CH3:18])([CH3:17])[CH3:16], predict the reactants needed to synthesize it. The reactants are: O[CH2:2][C@@H:3]1[CH2:5][C@@H:4]1[CH:6]1[CH2:11][CH2:10][N:9]([C:12]([O:14][C:15]([CH3:18])([CH3:17])[CH3:16])=[O:13])[CH2:8][CH2:7]1.C1C=CC(P(C2C=CC=CC=2)C2C=CC=CC=2)=CC=1.N1C=CN=C1.[I:43]I.